Dataset: Catalyst prediction with 721,799 reactions and 888 catalyst types from USPTO. Task: Predict which catalyst facilitates the given reaction. (1) Reactant: C([O:3][C:4]([CH:6]1[CH2:11][CH2:10][CH:9]([NH:12][C:13]2[N:18]=[C:17]([N:19]3[C:27]4[C:22](=[CH:23][CH:24]=[CH:25][CH:26]=4)[C:21]([C:28](=[O:30])[NH2:29])=[CH:20]3)[CH:16]=[CH:15][N:14]=2)[CH2:8][CH2:7]1)=[O:5])C.[Li+].[OH-]. Product: [C:28]([C:21]1[C:22]2[C:27](=[CH:26][CH:25]=[CH:24][CH:23]=2)[N:19]([C:17]2[CH:16]=[CH:15][N:14]=[C:13]([NH:12][CH:9]3[CH2:8][CH2:7][CH:6]([C:4]([OH:5])=[O:3])[CH2:11][CH2:10]3)[N:18]=2)[CH:20]=1)(=[O:30])[NH2:29]. The catalyst class is: 1. (2) Reactant: [Br:1]Br.[CH2:3]([N:5]([CH2:8][C:9]1[N:14]=[C:13]([NH:15][C:16]([NH:18][C:19]2[N:20]=[C:21]([C:24]3[CH:29]=[CH:28][N:27]=[CH:26][CH:25]=3)[S:22][CH:23]=2)=[O:17])[CH:12]=[CH:11][CH:10]=1)[CH2:6][CH3:7])[CH3:4]. Product: [Br:1][C:23]1[S:22][C:21]([C:24]2[CH:29]=[CH:28][N:27]=[CH:26][CH:25]=2)=[N:20][C:19]=1[NH:18][C:16]([NH:15][C:13]1[CH:12]=[CH:11][CH:10]=[C:9]([CH2:8][N:5]([CH2:6][CH3:7])[CH2:3][CH3:4])[N:14]=1)=[O:17]. The catalyst class is: 5. (3) Reactant: ClC1C=C(C=CC=1)C(OO)=[O:6].[CH2:12]([C:16]1[CH:25]=[CH:24][CH:23]=[C:22]2[C:17]=1[CH:18]=[CH:19][CH:20]=[N:21]2)[CH:13]([CH3:15])[CH3:14]. Product: [CH2:12]([C:16]1[CH:25]=[CH:24][CH:23]=[C:22]2[C:17]=1[CH:18]=[CH:19][CH:20]=[N+:21]2[O-:6])[CH:13]([CH3:15])[CH3:14]. The catalyst class is: 2. (4) Reactant: C(#N)C.CC(OC[C:9]1[CH2:18][S:17][C@@H:12]2[C@H:13](N)[C:14](=[O:15])[N:11]2[C:10]=1[C:19]([OH:21])=[O:20])=O.B(F)(F)F.CCOCC.C(=O)([O-])[O-].[Na+].[Na+]. Product: [S:17]1[C@@H:12]2[CH2:13][C:14](=[O:15])[N:11]2[C:10]([C:19]([OH:21])=[O:20])=[CH:9][CH2:18]1. The catalyst class is: 413.